Dataset: Forward reaction prediction with 1.9M reactions from USPTO patents (1976-2016). Task: Predict the product of the given reaction. (1) Given the reactants [CH2:1]([O:8][C:9]([N:11]([CH:29]([CH3:31])[CH3:30])[C@H:12]1[CH2:17][N:16]([C:18]([O:20][C:21]([CH3:24])([CH3:23])[CH3:22])=[O:19])[C@@H:15]([CH2:25][C:26](O)=[O:27])[CH2:14][CH2:13]1)=[O:10])[C:2]1[CH:7]=[CH:6][CH:5]=[CH:4][CH:3]=1.C(N(CC)CC)C.ClC(OCC)=O, predict the reaction product. The product is: [CH2:1]([O:8][C:9]([N:11]([CH:29]([CH3:31])[CH3:30])[C@H:12]1[CH2:17][N:16]([C:18]([O:20][C:21]([CH3:22])([CH3:23])[CH3:24])=[O:19])[C@@H:15]([CH2:25][CH2:26][OH:27])[CH2:14][CH2:13]1)=[O:10])[C:2]1[CH:3]=[CH:4][CH:5]=[CH:6][CH:7]=1. (2) Given the reactants [CH3:1][CH:2]1[CH2:7][CH2:6][N:5]([C:8]([C:10]2[CH:18]=[CH:17][C:16]3[NH:15][C:14]4[CH2:19][CH2:20][N:21](C(OC(C)(C)C)=O)[CH2:22][C:13]=4[C:12]=3[CH:11]=2)=[O:9])[CH2:4][CH2:3]1.Cl.C(=O)([O-])[O-], predict the reaction product. The product is: [CH3:1][CH:2]1[CH2:3][CH2:4][N:5]([C:8]([C:10]2[CH:18]=[CH:17][C:16]3[NH:15][C:14]4[CH2:19][CH2:20][NH:21][CH2:22][C:13]=4[C:12]=3[CH:11]=2)=[O:9])[CH2:6][CH2:7]1. (3) Given the reactants [OH:1][CH2:2][C:3]1[CH:4]=[C:5]([CH:16]=[CH:17][C:18]=1[O:19][CH3:20])[CH2:6][CH:7]([C:12]([O:14][CH3:15])=[O:13])[C:8]([O:10][CH3:11])=[O:9].[C:21]1([N:27]=[C:28]=[O:29])[CH:26]=[CH:25][CH:24]=[CH:23][CH:22]=1, predict the reaction product. The product is: [NH:27]([C:28]([O:1][CH2:2][C:3]1[CH:4]=[C:5]([CH:16]=[CH:17][C:18]=1[O:19][CH3:20])[CH2:6][CH:7]([C:8]([O:10][CH3:11])=[O:9])[C:12]([O:14][CH3:15])=[O:13])=[O:29])[C:21]1[CH:26]=[CH:25][CH:24]=[CH:23][CH:22]=1. (4) Given the reactants [C:1]([O:5][C:6](=[O:17])[NH:7][C:8]1[CH:9]=[CH:10][C:11]2[CH:15]=[CH:14][S:13][C:12]=2[CH:16]=1)([CH3:4])([CH3:3])[CH3:2].C(NC(C)C)(C)C.[Li].C(OB(OC(C)C)OC(C)C)(C)C.[Cl:39][C:40]1[N:45]=[C:44](Cl)[C:43]([CH3:47])=[CH:42][N:41]=1.C(=O)([O-])[O-].[Na+].[Na+], predict the reaction product. The product is: [C:1]([O:5][C:6](=[O:17])[NH:7][C:8]1[CH:9]=[CH:10][C:11]2[CH:15]=[C:14]([C:42]3[C:43]([CH3:47])=[CH:44][N:45]=[C:40]([Cl:39])[N:41]=3)[S:13][C:12]=2[CH:16]=1)([CH3:4])([CH3:2])[CH3:3]. (5) Given the reactants C[O:2][C:3](=[O:38])[C:4]1[CH:9]=[CH:8][CH:7]=[CH:6][C:5]=1[C:10]#[C:11][C:12]1[CH:17]=[C:16]([C:18]2[C:19]([O:24]CC3C=CC=CC=3)=[N:20][CH:21]=[CH:22][CH:23]=2)[CH:15]=[C:14]([C:32]([CH3:35])([CH3:34])[CH3:33])[C:13]=1[O:36][CH3:37].C(O)(C(F)(F)F)=O, predict the reaction product. The product is: [C:32]([C:14]1[CH:15]=[C:16]([C:18]2[C:19](=[O:24])[NH:20][CH:21]=[CH:22][CH:23]=2)[CH:17]=[C:12]([C:11]2[O:2][C:3](=[O:38])[C:4]3[C:5]([CH:10]=2)=[CH:6][CH:7]=[CH:8][CH:9]=3)[C:13]=1[O:36][CH3:37])([CH3:34])([CH3:33])[CH3:35]. (6) Given the reactants [Cl:1][C:2]1[CH:10]=[CH:9][C:5]([C:6]([OH:8])=O)=[CH:4][CH:3]=1.C(N1C=CN=C1)(N1C=CN=C1)=O.[Mg+].[C:24]([O:30][CH2:31][CH3:32])(=[O:29])[CH2:25]C([O-])=O.Cl, predict the reaction product. The product is: [Cl:1][C:2]1[CH:3]=[CH:4][C:5]([C:6]([CH2:25][C:24]([O:30][CH2:31][CH3:32])=[O:29])=[O:8])=[CH:9][CH:10]=1. (7) Given the reactants O[C:2]1[C:3]2[N:11]=[CH:10][CH:9]=[C:8]([C:12]([NH2:14])=[O:13])[C:4]=2[N:5]=[CH:6][N:7]=1.Cl.[NH2:16][C@@H:17]([C:33]1[CH:38]=[CH:37][CH:36]=[C:35]([Br:39])[CH:34]=1)[CH2:18][N:19]([CH3:32])S(C1C=CC([N+]([O-])=O)=CC=1)(=O)=O, predict the reaction product. The product is: [Br:39][C:35]1[CH:34]=[C:33]([C@H:17]([NH:16][C:2]2[C:3]3[N:11]=[CH:10][CH:9]=[C:8]([C:12]([NH2:14])=[O:13])[C:4]=3[N:5]=[CH:6][N:7]=2)[CH2:18][NH:19][CH3:32])[CH:38]=[CH:37][CH:36]=1. (8) Given the reactants [NH2:1][C:2]1[C:3]([C:13]([NH2:15])=[O:14])=[N:4][N:5]2[CH2:10][CH2:9][N:8]([CH3:11])[C:7](=[O:12])[C:6]=12.[F:16][C:17]([F:32])([F:31])[C:18]1[C:26]2[CH2:25][CH2:24][CH2:23][CH2:22][C:21]=2[N:20]([CH2:27][C:28](O)=[O:29])[N:19]=1.[I-].ClC1C=CC=C[N+]=1C.C(N(CC)C(C)C)(C)C, predict the reaction product. The product is: [CH3:11][N:8]1[CH2:9][CH2:10][N:5]2[N:4]=[C:3]([C:13]([NH2:15])=[O:14])[C:2]([NH:1][C:28](=[O:29])[CH2:27][N:20]3[C:21]4[CH2:22][CH2:23][CH2:24][CH2:25][C:26]=4[C:18]([C:17]([F:31])([F:16])[F:32])=[N:19]3)=[C:6]2[C:7]1=[O:12].